Dataset: Reaction yield outcomes from USPTO patents with 853,638 reactions. Task: Predict the reaction yield, written as a fraction of the theoretical maximum amount of product (1.0 means a 100% yield; for example, 0.34 means a 34% yield). (1) The reactants are [Cl:1][C:2]1[C:3]([F:57])=[C:4]([C@@H:8]2[C@:12]([C:15]3[CH:20]=[CH:19][C:18]([Cl:21])=[CH:17][C:16]=3[F:22])([C:13]#[N:14])[C@H:11]([CH2:23][C:24]([CH3:27])([CH3:26])[CH3:25])[NH:10][C@H:9]2[C:28]([NH:30][C:31]2[CH:54]=[CH:53][C:34]([C:35]([O:37][CH2:38][CH2:39][O:40][P:41]([O:48]C(C)(C)C)([O:43]C(C)(C)C)=[O:42])=[O:36])=[CH:33][C:32]=2[O:55][CH3:56])=[O:29])[CH:5]=[CH:6][CH:7]=1.[F:58][C:59]([F:64])([F:63])[C:60]([OH:62])=[O:61]. The catalyst is C(Cl)Cl. The product is [F:58][C:59]([F:64])([F:63])[C:60]([OH:62])=[O:61].[Cl:1][C:2]1[C:3]([F:57])=[C:4]([C@@H:8]2[C@:12]([C:15]3[CH:20]=[CH:19][C:18]([Cl:21])=[CH:17][C:16]=3[F:22])([C:13]#[N:14])[C@H:11]([CH2:23][C:24]([CH3:25])([CH3:26])[CH3:27])[NH:10][C@H:9]2[C:28]([NH:30][C:31]2[CH:54]=[CH:53][C:34]([C:35]([O:37][CH2:38][CH2:39][O:40][P:41]([OH:48])([OH:43])=[O:42])=[O:36])=[CH:33][C:32]=2[O:55][CH3:56])=[O:29])[CH:5]=[CH:6][CH:7]=1. The yield is 0.900. (2) The reactants are [C:1]([O:5][C:6]([N:8]1[CH2:12][CH2:11][CH2:10][C@H:9]1[C:13]([OH:15])=O)=[O:7])([CH3:4])([CH3:3])[CH3:2].C(N(C(C)C)CC)(C)C.F[P-](F)(F)(F)(F)F.CN(C)C(F)=[N+](C)C.C1(P(=[N:59][CH:60]2[CH:64]([O:65][CH2:66][CH3:67])[O:63][C:62](=[O:68])[CH2:61]2)(C2C=CC=CC=2)C2C=CC=CC=2)C=CC=CC=1. The catalyst is ClCCl.C(OCC)(=O)C. The product is [C:1]([O:5][C:6]([N:8]1[CH2:12][CH2:11][CH2:10][C@@H:9]1[C:13](=[O:15])[NH:59][CH:60]1[CH2:61][C:62](=[O:68])[O:63][CH:64]1[O:65][CH2:66][CH3:67])=[O:7])([CH3:2])([CH3:3])[CH3:4]. The yield is 0.650. (3) The reactants are [C:1]1(=[O:11])[NH:5][C:4](=[O:6])[C:3]2=[CH:7][CH:8]=[CH:9][CH:10]=[C:2]12.[K].CN(C=O)C.I[CH2:19][C:20]1([CH3:32])[CH2:24][C:23]2[C:25]([CH3:31])=[CH:26][C:27]([CH3:30])=[C:28]([CH3:29])[C:22]=2[O:21]1.O. The catalyst is C(OCC)(=O)C. The product is [CH3:19][C:20]1([CH2:32][N:5]2[C:1](=[O:11])[C:2]3[C:3](=[CH:7][CH:8]=[CH:9][CH:10]=3)[C:4]2=[O:6])[CH2:24][C:23]2[C:25]([CH3:31])=[CH:26][C:27]([CH3:30])=[C:28]([CH3:29])[C:22]=2[O:21]1. The yield is 0.690. (4) The reactants are [O:1]=[C:2]1[C:7]([C:8]([OH:10])=O)=[CH:6][CH:5]=[CH:4][N:3]1[C:11]1[CH:16]=[CH:15][CH:14]=[CH:13][CH:12]=1.C1C=CC2N(O)N=NC=2C=1.CCN=C=NCCCN(C)C.Cl.C(OC1C=[CH:51][C:50]([NH:53][C:54]2[N:59]=CN=[C:56]([O:60][C:61]3[CH:66]=[CH:65][C:64]([NH:67]C(=O)CC(NC4C=CC(F)=CC=4)=O)=[CH:63][C:62]=3[F:81])[CH:55]=2)=CC=1)C1C=CC=CC=1. The catalyst is CN(C=O)C. The product is [NH2:59][C:54]1[CH:55]=[C:56]([O:60][C:61]2[CH:66]=[CH:65][C:64]([NH:67][C:8]([C:7]3[C:2](=[O:1])[N:3]([C:11]4[CH:16]=[CH:15][CH:14]=[CH:13][CH:12]=4)[CH:4]=[CH:5][CH:6]=3)=[O:10])=[CH:63][C:62]=2[F:81])[CH:51]=[CH:50][N:53]=1. The yield is 0.360. (5) The reactants are [OH:1][C:2]1[CH:9]=[CH:8][C:5]([C:6]#[N:7])=[CH:4][C:3]=1[C:10]([F:13])([F:12])[F:11].[C:14]1(P(C2C=CC=CC=2)C2C=CC=CC=2)[CH:19]=CC=C[CH:15]=1.C1C=CC(COC(/N=N/C(OCC2C=CC=CC=2)=O)=O)=CC=1.CC(O)C.C(O)(C(F)(F)F)=O.[OH-].[Na+]. The catalyst is C1COCC1. The product is [CH:14]([O:1][C:2]1[CH:9]=[CH:8][C:5]([C:6]#[N:7])=[CH:4][C:3]=1[C:10]([F:11])([F:12])[F:13])([CH3:19])[CH3:15]. The yield is 0.910. (6) The reactants are [CH2:1]([C:5]1[N:10]2[N:11]=[CH:12][N:13]=[C:9]2[NH:8][C:7](=[O:14])[C:6]=1[CH2:15][C:16]1[C:21]([F:22])=[CH:20][C:19]([C:23]2[C:24]([C:29]#[N:30])=[CH:25][CH:26]=[CH:27][CH:28]=2)=[CH:18][C:17]=1[F:31])[CH2:2][CH2:3][CH3:4].Cl[CH2:33][O:34][CH3:35].C(=O)([O-])[O-].[K+].[K+].CN(C)C=O. The catalyst is C(OCC)(=O)C. The product is [CH2:1]([C:5]1[N:10]2[N:11]=[CH:12][N:13]=[C:9]2[N:8]([CH2:33][O:34][CH3:35])[C:7](=[O:14])[C:6]=1[CH2:15][C:16]1[C:21]([F:22])=[CH:20][C:19]([C:23]2[C:24]([C:29]#[N:30])=[CH:25][CH:26]=[CH:27][CH:28]=2)=[CH:18][C:17]=1[F:31])[CH2:2][CH2:3][CH3:4]. The yield is 0.790.